Dataset: Catalyst prediction with 721,799 reactions and 888 catalyst types from USPTO. Task: Predict which catalyst facilitates the given reaction. (1) Reactant: Br[CH2:2][C:3]1[C:12]2[C:7](=[CH:8][CH:9]=[CH:10][CH:11]=2)[N:6]=[C:5](Cl)[CH:4]=1.C([N:16](CC)CC)C.Cl.[F:22][CH:23]1[CH2:28][CH2:27][NH:26][CH2:25][CH2:24]1.C(=O)(O)[O-].[Na+]. Product: [F:22][CH:23]1[CH2:28][CH2:27][N:26]([CH2:2][C:3]2[C:12]3[C:7](=[CH:8][CH:9]=[CH:10][CH:11]=3)[N:6]=[C:5]([NH2:16])[CH:4]=2)[CH2:25][CH2:24]1. The catalyst class is: 47. (2) Reactant: [O:1]1[CH2:6][CH2:5][N:4]([C:7]2[CH:8]=[C:9]([NH2:14])[CH:10]=[C:11]([NH2:13])[CH:12]=2)[CH2:3][CH2:2]1.C(N(CC)CC)C.[CH:22]1([C:25](Cl)=[O:26])[CH2:24][CH2:23]1. Product: [NH2:14][C:9]1[CH:10]=[C:11]([NH:13][C:25]([CH:22]2[CH2:24][CH2:23]2)=[O:26])[CH:12]=[C:7]([N:4]2[CH2:3][CH2:2][O:1][CH2:6][CH2:5]2)[CH:8]=1. The catalyst class is: 2. (3) Product: [Br:41][C:22]1[CH:23]=[CH:24][C:19]2[NH:18][C:17]3[N:26]=[C:27]([C:30]([F:32])([F:33])[F:31])[CH:28]=[CH:29][C:16]=3[CH2:15][N:14]([S:11]([C:8]3[CH:7]=[CH:6][C:5]([C:1]([CH3:4])([CH3:2])[CH3:3])=[CH:10][CH:9]=3)(=[O:12])=[O:13])[C:20]=2[C:21]=1[Cl:25]. The catalyst class is: 157. Reactant: [C:1]([C:5]1[CH:10]=[CH:9][C:8]([S:11]([N:14]2[C:20]3[C:21]([Cl:25])=[CH:22][CH:23]=[CH:24][C:19]=3[NH:18][C:17]3[N:26]=[C:27]([C:30]([F:33])([F:32])[F:31])[CH:28]=[CH:29][C:16]=3[CH2:15]2)(=[O:13])=[O:12])=[CH:7][CH:6]=1)([CH3:4])([CH3:3])[CH3:2].C1C(=O)N([Br:41])C(=O)C1. (4) Reactant: Br[C:2]1[C:3]([CH3:9])=[N:4][C:5]([CH3:8])=[CH:6][CH:7]=1.[Cu][C:11]#[N:12]. Product: [CH3:9][C:3]1[N:4]=[C:5]([CH3:8])[CH:6]=[CH:7][C:2]=1[C:11]#[N:12]. The catalyst class is: 3. (5) Reactant: [F:1][C:2]1[CH:21]=[CH:20][C:5]2[C:6]([C:9]3[CH:14]=[CH:13][C:12]([O:15][CH2:16][C@H:17]4[CH2:19][O:18]4)=[CH:11][CH:10]=3)=[N:7][O:8][C:4]=2[CH:3]=1.[Cl:22][C:23]1[CH:28]=[CH:27][C:26]([C:29]2([OH:35])[CH2:34][CH2:33][NH:32][CH2:31][CH2:30]2)=[CH:25][CH:24]=1. Product: [Cl:22][C:23]1[CH:28]=[CH:27][C:26]([C:29]2([OH:35])[CH2:30][CH2:31][N:32]([CH2:19][C@@H:17]([OH:18])[CH2:16][O:15][C:12]3[CH:11]=[CH:10][C:9]([C:6]4[C:5]5[CH:20]=[CH:21][C:2]([F:1])=[CH:3][C:4]=5[O:8][N:7]=4)=[CH:14][CH:13]=3)[CH2:33][CH2:34]2)=[CH:25][CH:24]=1. The catalyst class is: 737. (6) Reactant: CC([O:4][C:5](=[O:33])[C:6]1[CH:11]=[CH:10][CH:9]=[C:8]([C:12]2[C:21]3[C:16](=[CH:17][C:18]([S:27][CH2:28][CH2:29][CH3:30])=[C:19]4[O:24][C:23]([CH3:26])([CH3:25])[CH2:22][C:20]4=3)[CH2:15][C:14]([CH3:32])([CH3:31])[N:13]=2)[CH:7]=1)C.Cl.[Cl-].[Na+]. Product: [CH3:32][C:14]1([CH3:31])[CH2:15][C:16]2[C:21](=[C:20]3[CH2:22][C:23]([CH3:25])([CH3:26])[O:24][C:19]3=[C:18]([S:27][CH2:28][CH2:29][CH3:30])[CH:17]=2)[C:12]([C:8]2[CH:7]=[C:6]([CH:11]=[CH:10][CH:9]=2)[C:5]([OH:33])=[O:4])=[N:13]1. The catalyst class is: 5. (7) Reactant: N(C(OC(C)(C)C)=O)=NC(OC(C)(C)C)=O.[Cl:17][C:18]1[CH:23]=[CH:22][C:21]([CH:24](O)[CH2:25][C:26]2[N:27]([C:31]([C:44]3[CH:49]=[CH:48][CH:47]=[CH:46][CH:45]=3)([C:38]3[CH:43]=[CH:42][CH:41]=[CH:40][CH:39]=3)[C:32]3[CH:37]=[CH:36][CH:35]=[CH:34][CH:33]=3)[CH:28]=[CH:29][N:30]=2)=[CH:20][CH:19]=1.[C:51]1(=[O:61])[NH:55][C:54](=[O:56])[C:53]2=[CH:57][CH:58]=[CH:59][CH:60]=[C:52]12.C1(P(C2C=CC=CC=2)C2C=CC=CC=2)C=CC=CC=1. Product: [Cl:17][C:18]1[CH:19]=[CH:20][C:21]([CH:24]([N:55]2[C:51](=[O:61])[C:52]3[C:53](=[CH:57][CH:58]=[CH:59][CH:60]=3)[C:54]2=[O:56])[CH2:25][C:26]2[N:27]([C:31]([C:38]3[CH:39]=[CH:40][CH:41]=[CH:42][CH:43]=3)([C:44]3[CH:45]=[CH:46][CH:47]=[CH:48][CH:49]=3)[C:32]3[CH:37]=[CH:36][CH:35]=[CH:34][CH:33]=3)[CH:28]=[CH:29][N:30]=2)=[CH:22][CH:23]=1. The catalyst class is: 1.